Dataset: Full USPTO retrosynthesis dataset with 1.9M reactions from patents (1976-2016). Task: Predict the reactants needed to synthesize the given product. (1) Given the product [Cl:30][C:31]([F:54])([F:55])[O:32][C:33]1[CH:38]=[CH:37][C:36]([NH:39][C:40](=[O:53])[C:41]2[CH:46]=[C:45]([C:5]3[NH:4][N:3]=[C:2]([CH3:1])[CH:6]=3)[C:44]([N:48]3[CH2:49][CH:50]([OH:52])[CH2:51]3)=[N:43][CH:42]=2)=[CH:35][CH:34]=1, predict the reactants needed to synthesize it. The reactants are: [CH3:1][C:2]1[CH:6]=[C:5](B2OC(C)(C)C(C)(C)O2)[N:4](C2CCCCO2)[N:3]=1.[O-]P([O-])([O-])=O.[K+].[K+].[K+].[Cl:30][C:31]([F:55])([F:54])[O:32][C:33]1[CH:38]=[CH:37][C:36]([NH:39][C:40](=[O:53])[C:41]2[CH:46]=[C:45](I)[C:44]([N:48]3[CH2:51][CH:50]([OH:52])[CH2:49]3)=[N:43][CH:42]=2)=[CH:35][CH:34]=1.C(O)(C(F)(F)F)=O. (2) Given the product [CH2:10]=[CH:11][C:12]([NH:14][CH2:15][CH2:16][O:17][C:4]([CH:3]([C:2]([F:9])([F:8])[F:1])[F:7])([F:6])[F:5])=[O:13], predict the reactants needed to synthesize it. The reactants are: [F:1][C:2]([F:9])([F:8])[C:3]([F:7])=[C:4]([F:6])[F:5].[CH2:10]=[CH:11][C:12]([NH:14][CH2:15][CH2:16][OH:17])=[O:13].C([O-])([O-])=O.[K+].[K+].